This data is from Peptide-MHC class II binding affinity with 134,281 pairs from IEDB. The task is: Regression. Given a peptide amino acid sequence and an MHC pseudo amino acid sequence, predict their binding affinity value. This is MHC class II binding data. The peptide sequence is MQVKVSKGAPCRIPV. The MHC is HLA-DQA10601-DQB10402 with pseudo-sequence HLA-DQA10601-DQB10402. The binding affinity (normalized) is 0.